From a dataset of Forward reaction prediction with 1.9M reactions from USPTO patents (1976-2016). Predict the product of the given reaction. (1) Given the reactants [N+:1]([O-:4])([O-:3])=[O:2].[Ca+2:5].[N+:6]([O-:9])([O-:8])=[O:7].[P:10]([O-:14])([O-:13])([OH:12])=[O:11].[NH4+:15].[NH4+].N, predict the reaction product. The product is: [N+:1]([O-:4])([O-:3])=[O:2].[Ca+2:5].[N+:6]([O-:9])([O-:8])=[O:7].[P:10]([O-:14])([O-:13])([OH:12])=[O:11].[NH4+:15].[NH4+:1].[P:10]([O-:14])([O-:13])([O-:12])=[O:11].[Ca+2:5].[P:10]([O-:14])([O-:13])([O-:12])=[O:11].[Ca+2:5].[Ca+2:5]. (2) Given the reactants [C:1]([O:5][C:6](=[O:24])[NH:7][C@H:8]([CH3:23])[C@@H:9]([OH:22])[CH2:10][NH:11][CH2:12][CH2:13][CH2:14][C:15]1[CH:20]=[CH:19][C:18]([F:21])=[CH:17][CH:16]=1)([CH3:4])([CH3:3])[CH3:2].[C:25]1(=O)[CH2:30][CH2:29][CH2:28][CH2:27][CH2:26]1.C([BH3-])#N.[Na+], predict the reaction product. The product is: [C:1]([O:5][C:6](=[O:24])[NH:7][C@H:8]([CH3:23])[C@@H:9]([OH:22])[CH2:10][N:11]([CH:25]1[CH2:30][CH2:29][CH2:28][CH2:27][CH2:26]1)[CH2:12][CH2:13][CH2:14][C:15]1[CH:16]=[CH:17][C:18]([F:21])=[CH:19][CH:20]=1)([CH3:4])([CH3:2])[CH3:3]. (3) Given the reactants C([O:8][C:9]1[CH:10]=[CH:11][C:12]([C@@H:20]([OH:47])[CH2:21][NH:22][CH2:23][CH2:24][C:25]2[CH:30]=[CH:29][C:28]([NH:31][C:32]([NH:34][C:35]3[CH:40]=[CH:39][CH:38]=[CH:37][C:36]=3[C:41]3[CH:46]=[CH:45][CH:44]=[CH:43][CH:42]=3)=[O:33])=[CH:27][CH:26]=2)=[C:13]2[C:18]=1[NH:17][C:16](=[O:19])[CH:15]=[CH:14]2)C1C=CC=CC=1.C(OCC)(=O)C, predict the reaction product. The product is: [C:36]1([C:41]2[CH:42]=[CH:43][CH:44]=[CH:45][CH:46]=2)[CH:37]=[CH:38][CH:39]=[CH:40][C:35]=1[NH:34][C:32]([NH:31][C:28]1[CH:27]=[CH:26][C:25]([CH2:24][CH2:23][NH:22][CH2:21][C@H:20]([OH:47])[C:12]2[CH:11]=[CH:10][C:9]([OH:8])=[C:18]3[C:13]=2[CH:14]=[CH:15][C:16](=[O:19])[NH:17]3)=[CH:30][CH:29]=1)=[O:33].